Dataset: Forward reaction prediction with 1.9M reactions from USPTO patents (1976-2016). Task: Predict the product of the given reaction. (1) Given the reactants [NH:1]1[CH2:4][CH:3]([NH:5][C:6](=[O:22])[CH2:7][NH:8][C:9]2[C:17]3[C:12](=[CH:13][CH:14]=[C:15]([C:18]([F:21])([F:20])[F:19])[CH:16]=3)[NH:11][N:10]=2)[CH2:2]1.[O:23]1[C:27]2[CH:28]=[CH:29][C:30]([CH:32]3[CH2:37][CH2:36][C:35](=O)[CH2:34][CH2:33]3)=[CH:31][C:26]=2[O:25][CH2:24]1, predict the reaction product. The product is: [O:23]1[C:27]2[CH:28]=[CH:29][C:30]([CH:32]3[CH2:37][CH2:36][CH:35]([N:1]4[CH2:2][CH:3]([NH:5][C:6](=[O:22])[CH2:7][NH:8][C:9]5[C:17]6[C:12](=[CH:13][CH:14]=[C:15]([C:18]([F:20])([F:19])[F:21])[CH:16]=6)[NH:11][N:10]=5)[CH2:4]4)[CH2:34][CH2:33]3)=[CH:31][C:26]=2[O:25][CH2:24]1. (2) Given the reactants [Cl:1][C:2]1[CH:3]=[CH:4][C:5]([CH2:25][N:26]2[C:31]3[CH:32]=[CH:33][NH:34][C:30]=3[C:29](=[O:35])[NH:28][C:27]2=[S:36])=[C:6]([C@H:8]([N:10](C(OC(C)(C)C)=O)C(OC(C)(C)C)=O)[CH3:9])[CH:7]=1.Cl.O.[OH-].[NH4+], predict the reaction product. The product is: [NH2:10][C@@H:8]([C:6]1[CH:7]=[C:2]([Cl:1])[CH:3]=[CH:4][C:5]=1[CH2:25][N:26]1[C:31]2[CH:32]=[CH:33][NH:34][C:30]=2[C:29](=[O:35])[NH:28][C:27]1=[S:36])[CH3:9].